Predict the product of the given reaction. From a dataset of Forward reaction prediction with 1.9M reactions from USPTO patents (1976-2016). (1) The product is: [NH2:36][C:35]1[CH:34]=[CH:33][C:32]([C:44]2[CH:49]=[CH:48][CH:47]=[CH:46][CH:45]=2)=[CH:31][C:30]=1[NH:29][C:8]([C:7]1[CH:11]=[CH:12][C:4]([NH:1][C:2]([N:26]2[CH2:27][CH2:28][C:22]3([CH2:23][CH2:24][N:20]([CH2:13][C:14]4[CH:15]=[CH:16][CH:17]=[CH:18][CH:19]=4)[CH2:21]3)[CH2:25]2)=[O:3])=[CH:5][CH:6]=1)=[O:9]. Given the reactants [N:1]([C:4]1[CH:12]=[CH:11][C:7]([C:8](Cl)=[O:9])=[CH:6][CH:5]=1)=[C:2]=[O:3].[CH2:13]([N:20]1[CH2:24][CH2:23][C:22]2([CH2:28][CH2:27][NH:26][CH2:25]2)[CH2:21]1)[C:14]1[CH:19]=[CH:18][CH:17]=[CH:16][CH:15]=1.[NH2:29][C:30]1[CH:31]=[C:32]([C:44]2[CH:49]=[CH:48][CH:47]=[CH:46][CH:45]=2)[CH:33]=[CH:34][C:35]=1[NH:36]C(=O)OC(C)(C)C.C(N(C(C)C)CC)(C)C.C(=O)([O-])[O-], predict the reaction product. (2) Given the reactants [CH:1]1([C:4]([CH:6]2[C:11](=O)[CH2:10][CH2:9][CH:8]([C:13]([OH:15])=O)[CH2:7]2)=O)[CH2:3][CH2:2]1.[OH2:16].[NH2:17][NH2:18].[CH3:19]CO, predict the reaction product. The product is: [CH:1]1([C:4]2[C:6]3[CH2:7][CH:8]([C:13]([O:15][CH3:19])=[O:16])[CH2:9][CH2:10][C:11]=3[NH:18][N:17]=2)[CH2:2][CH2:3]1. (3) Given the reactants [C:1]([O:5][C:6]([N:8]([CH2:10][CH2:11][CH:12]=[CH2:13])[NH2:9])=[O:7])([CH3:4])([CH3:3])[CH3:2].[CH2:14]([O:21][C:22](Cl)=[O:23])[C:15]1[CH:20]=[CH:19][CH:18]=[CH:17][CH:16]=1.CCN(C(C)C)C(C)C, predict the reaction product. The product is: [C:1]([O:5][C:6]([N:8]([CH2:10][CH2:11][CH:12]=[CH2:13])[NH:9][C:22]([O:21][CH2:14][C:15]1[CH:20]=[CH:19][CH:18]=[CH:17][CH:16]=1)=[O:23])=[O:7])([CH3:4])([CH3:3])[CH3:2]. (4) Given the reactants [F:1][C:2]1[CH:21]=[CH:20][C:5]2[C:6]([C:9]3[CH:14]=[CH:13][C:12]([O:15][CH2:16][C@H:17]4[CH2:19][O:18]4)=[CH:11][CH:10]=3)=[N:7][O:8][C:4]=2[CH:3]=1.[Cl:22][C:23]1[CH:30]=[CH:29][C:26]([CH2:27][NH2:28])=[CH:25][CH:24]=1, predict the reaction product. The product is: [Cl:22][C:23]1[CH:30]=[CH:29][C:26]([CH2:27][NH:28][CH2:19][C@@H:17]([OH:18])[CH2:16][O:15][C:12]2[CH:11]=[CH:10][C:9]([C:6]3[C:5]4[CH:20]=[CH:21][C:2]([F:1])=[CH:3][C:4]=4[O:8][N:7]=3)=[CH:14][CH:13]=2)=[CH:25][CH:24]=1. (5) Given the reactants [CH:1](O)=O.[CH2:4]([NH:8][C:9]1[CH:10]=[C:11]([CH:16]=[CH:17][C:18]=1[N+:19]([O-])=O)[C:12]([O:14][CH3:15])=[O:13])[CH:5]([CH3:7])[CH3:6], predict the reaction product. The product is: [CH2:4]([N:8]1[C:9]2[CH:10]=[C:11]([C:12]([O:14][CH3:15])=[O:13])[CH:16]=[CH:17][C:18]=2[N:19]=[CH:1]1)[CH:5]([CH3:7])[CH3:6]. (6) Given the reactants [H-].[Na+].[C:3]([C:6]1[C:18]([O:19][CH3:20])=[CH:17][C:16]2[NH:15][C:14]3[CH:13]=[CH:12][C:11]4[C:21](=[O:24])[CH2:22][CH2:23][C:10]=4[C:9]=3[C:8]=2[CH:7]=1)(=[O:5])[CH3:4].[H][H].Cl.[CH3:28][N:29]([CH3:34])[CH2:30][CH2:31][CH2:32]Cl.Cl, predict the reaction product. The product is: [C:3]([C:6]1[C:18]([O:19][CH3:20])=[CH:17][C:16]2[N:15]([CH2:32][CH2:31][CH2:30][N:29]([CH3:34])[CH3:28])[C:14]3[CH:13]=[CH:12][C:11]4[C:21](=[O:24])[CH2:22][CH2:23][C:10]=4[C:9]=3[C:8]=2[CH:7]=1)(=[O:5])[CH3:4]. (7) The product is: [NH2:1][C:2]1[N:10]=[CH:9][N:8]=[C:7]2[C:3]=1[N:4]=[CH:5][N:6]2[CH:11]([C:13]1[N:14]=[C:15]2[CH:24]=[CH:23][CH:22]=[C:21]([CH3:25])[N:16]2[C:17](=[O:20])[C:18]=1[C:26]1[CH:31]=[CH:30][CH:29]=[CH:28][CH:27]=1)[CH3:12]. Given the reactants [NH2:1][C:2]1[N:10]=[CH:9][N:8]=[C:7]2[C:3]=1[N:4]=[CH:5][N:6]2[CH:11]([C:13]1[N:14]=[C:15]2[CH:24]=[CH:23][CH:22]=[C:21]([CH3:25])[N:16]2[C:17](=[O:20])[C:18]=1Br)[CH3:12].[C:26]1(B(O)O)[CH:31]=[CH:30][CH:29]=[CH:28][CH:27]=1.C(=O)([O-])[O-].[Na+].[Na+], predict the reaction product.